Dataset: Peptide-MHC class II binding affinity with 134,281 pairs from IEDB. Task: Regression. Given a peptide amino acid sequence and an MHC pseudo amino acid sequence, predict their binding affinity value. This is MHC class II binding data. The peptide sequence is GWGNGCGLFGKGSIV. The MHC is DRB3_0101 with pseudo-sequence DRB3_0101. The binding affinity (normalized) is 0.